This data is from Reaction yield outcomes from USPTO patents with 853,638 reactions. The task is: Predict the reaction yield, written as a fraction of the theoretical maximum amount of product (1.0 means a 100% yield; for example, 0.34 means a 34% yield). The reactants are [C:1]([BH3-])#[N:2].[Na+].CN.[Cl:7][C:8]1[N:9]=[CH:10][N:11]([C:13]2[CH:18]=[CH:17][C:16]([NH:19][C:20]3[S:21][C:22]4[CH2:28][C:27](=O)[CH2:26][CH:25]([C:30]5[CH:35]=[CH:34][C:33]([F:36])=[CH:32][CH:31]=5)[C:23]=4[N:24]=3)=[CH:15][C:14]=2[O:37][CH3:38])[CH:12]=1. The catalyst is CO. The product is [Cl:7][C:8]1[N:9]=[CH:10][N:11]([C:13]2[CH:18]=[CH:17][C:16]([NH:19][C:20]3[S:21][C:22]4[CH2:28][CH:27]([NH:2][CH3:1])[CH2:26][CH:25]([C:30]5[CH:31]=[CH:32][C:33]([F:36])=[CH:34][CH:35]=5)[C:23]=4[N:24]=3)=[CH:15][C:14]=2[O:37][CH3:38])[CH:12]=1. The yield is 0.0900.